This data is from Full USPTO retrosynthesis dataset with 1.9M reactions from patents (1976-2016). The task is: Predict the reactants needed to synthesize the given product. (1) Given the product [CH3:22][N:21]([CH3:23])[S:20]([N:17]1[CH:18]=[CH:19][C:15]([C:13](=[O:14])[C:4]2[CH:5]=[CH:6][CH:7]=[C:2]([Cl:1])[CH:3]=2)=[N:16]1)(=[O:24])=[O:25], predict the reactants needed to synthesize it. The reactants are: [Cl:1][C:2]1[CH:3]=[C:4]([Mg]Br)[CH:5]=[CH:6][CH:7]=1.CON(C)[C:13]([C:15]1[CH:19]=[CH:18][N:17]([S:20](=[O:25])(=[O:24])[N:21]([CH3:23])[CH3:22])[N:16]=1)=[O:14]. (2) The reactants are: Cl[C:2]1[C:11]2[C:6](=[CH:7][CH:8]=[CH:9][CH:10]=2)[O:5][C:4](=[O:12])[CH:3]=1.[N-:13]=[N+:14]=[N-:15].[Na+]. Given the product [N:13]([C:2]1[C:11]2[C:6](=[CH:7][CH:8]=[CH:9][CH:10]=2)[O:5][C:4](=[O:12])[CH:3]=1)=[N+:14]=[N-:15], predict the reactants needed to synthesize it. (3) Given the product [F:2][C:3]1[CH:8]=[CH:7][C:6]([CH:9]2[CH2:14][CH2:13][N:12]([CH3:15])[CH2:11][CH:10]2[CH2:16][OH:17])=[CH:5][CH:4]=1, predict the reactants needed to synthesize it. The reactants are: [Br-].[F:2][C:3]1[CH:8]=[CH:7][C:6]([C:9]2[CH:14]=[CH:13][N+:12]([CH3:15])=[CH:11][C:10]=2[CH:16]=[O:17])=[CH:5][CH:4]=1. (4) Given the product [N+:13]([C:8]1[CH:7]=[C:6]([CH2:5][C:4]([O:3][CH2:1][CH3:2])=[O:16])[CH:11]=[CH:10][C:9]=1[C:17]1[CH:22]=[CH:21][CH:20]=[CH:19][CH:18]=1)([O-:15])=[O:14], predict the reactants needed to synthesize it. The reactants are: [CH2:1]([O:3][C:4](=[O:16])[CH2:5][C:6]1[CH:11]=[CH:10][C:9](Br)=[C:8]([N+:13]([O-:15])=[O:14])[CH:7]=1)[CH3:2].[C:17]1(B(O)O)[CH:22]=[CH:21][CH:20]=[CH:19][CH:18]=1.C(=O)([O-])[O-].[Cs+].[Cs+]. (5) Given the product [CH3:9][C:8]1[CH:7]=[C:6]([C:10]2[N:15]3[CH:16]=[CH:17][N:18]=[C:14]3[CH:13]=[N:12][C:11]=2[CH3:19])[C:5]([CH3:20])=[CH:4][C:3]=1[OH:2], predict the reactants needed to synthesize it. The reactants are: C[O:2][C:3]1[C:8]([CH3:9])=[CH:7][C:6]([C:10]2[N:15]3[CH:16]=[CH:17][N:18]=[C:14]3[CH:13]=[N:12][C:11]=2[CH3:19])=[C:5]([CH3:20])[CH:4]=1.B(Br)(Br)Br. (6) Given the product [Cl:24][S:25]([C:7]1[CH:6]=[CH:5][C:4]2[NH:3][C:2](=[O:1])[C:11]3[NH:12][CH:13]=[C:14]([C:17]([OH:19])=[O:18])[C:10]=3[C:9]=2[CH:8]=1)(=[O:27])=[O:26], predict the reactants needed to synthesize it. The reactants are: [O:1]=[C:2]1[C:11]2[NH:12][CH:13]=[CH:14][C:10]=2[C:9]2[CH:8]=[CH:7][CH:6]=[CH:5][C:4]=2[NH:3]1.C([C:17]([O-:19])=[O:18])C.C(O)(=O)C.[Cl:24][S:25](O)(=[O:27])=[O:26]. (7) Given the product [CH:1]1([N:4]([CH2:30][C:31]2[CH:36]=[C:35]([CH2:37][CH2:38][CH2:39][O:40][CH3:41])[CH:34]=[C:33]([O:42][CH2:43][CH2:44][O:45][CH3:46])[CH:32]=2)[C:5]([CH:7]2[C:12]([OH:21])([C:13]3[CH:18]=[CH:17][C:16](=[O:19])[N:15]([CH3:20])[CH:14]=3)[CH2:11][CH2:10][NH:9][CH2:8]2)=[O:6])[CH2:2][CH2:3]1, predict the reactants needed to synthesize it. The reactants are: [CH:1]1([N:4]([CH2:30][C:31]2[CH:36]=[C:35]([CH2:37][CH2:38][CH2:39][O:40][CH3:41])[CH:34]=[C:33]([O:42][CH2:43][CH2:44][O:45][CH3:46])[CH:32]=2)[C:5]([C@@H:7]2[C@@:12]([O:21]C)([C:13]3[CH:18]=[CH:17][C:16](=[O:19])[N:15]([CH3:20])[CH:14]=3)[CH2:11][CH2:10][N:9](C(OC(C)(C)C)=O)[CH2:8]2)=[O:6])[CH2:3][CH2:2]1.Cl. (8) Given the product [C:10]([N:13]1[C:21]2[C:16](=[CH:17][C:18]([C:22]([OH:4])=[O:23])=[CH:19][CH:20]=2)[C:15]([C:25]2[CH:30]=[CH:29][C:28]([F:31])=[CH:27][CH:26]=2)=[N:14]1)(=[O:12])[CH3:11], predict the reactants needed to synthesize it. The reactants are: C(OC(C)(C)C)(=[O:4])NN.[C:10]([N:13]1[C:21]2[C:16](=[CH:17][C:18]([C:22](Cl)=[O:23])=[CH:19][CH:20]=2)[C:15]([C:25]2[CH:30]=[CH:29][C:28]([F:31])=[CH:27][CH:26]=2)=[N:14]1)(=[O:12])[CH3:11]. (9) Given the product [F:1][C:2]1[CH:7]=[C:6]([N+:12]([O-:14])=[O:13])[C:5]([CH3:8])=[C:4]([N+:9]([O-:11])=[O:10])[CH:3]=1, predict the reactants needed to synthesize it. The reactants are: [F:1][C:2]1[CH:7]=[CH:6][C:5]([CH3:8])=[C:4]([N+:9]([O-:11])=[O:10])[CH:3]=1.[N+:12]([O-])([OH:14])=[O:13]. (10) Given the product [Br:1][C:2]1[CH:7]=[CH:6][C:5]([N:8]2[C:16]3[C:11](=[CH:12][C:13]([CH2:17][CH2:18][CH2:19][CH2:20][CH2:21][O:22][S:23]([CH3:26])(=[O:24])=[O:25])=[CH:14][CH:15]=3)[CH:10]=[CH:9]2)=[CH:4][CH:3]=1, predict the reactants needed to synthesize it. The reactants are: [Br:1][C:2]1[CH:7]=[CH:6][C:5]([N:8]2[C:16]3[C:11](=[CH:12][C:13]([C:17]#[C:18][CH2:19][CH2:20][CH2:21][O:22][S:23]([CH3:26])(=[O:25])=[O:24])=[CH:14][CH:15]=3)[CH:10]=[CH:9]2)=[CH:4][CH:3]=1.